Dataset: Catalyst prediction with 721,799 reactions and 888 catalyst types from USPTO. Task: Predict which catalyst facilitates the given reaction. Reactant: [CH2:1]([O:5][C:6]1[N:14]=[C:13]2[C:9]([N:10]=[C:11]([OH:35])[N:12]2[CH2:15][C:16]2[CH:21]=[CH:20][CH:19]=[C:18]([C:22]([O:24][CH2:25][CH2:26][O:27]CC3C=CC=CC=3)=[O:23])[CH:17]=2)=[C:8]([NH2:36])[N:7]=1)[CH2:2][CH2:3][CH3:4].Cl.C1COCC1. Product: [CH2:1]([O:5][C:6]1[N:14]=[C:13]2[C:9]([N:10]=[C:11]([OH:35])[N:12]2[CH2:15][C:16]2[CH:21]=[CH:20][CH:19]=[C:18]([C:22]([O:24][CH2:25][CH2:26][OH:27])=[O:23])[CH:17]=2)=[C:8]([NH2:36])[N:7]=1)[CH2:2][CH2:3][CH3:4]. The catalyst class is: 43.